Dataset: Peptide-MHC class I binding affinity with 185,985 pairs from IEDB/IMGT. Task: Regression. Given a peptide amino acid sequence and an MHC pseudo amino acid sequence, predict their binding affinity value. This is MHC class I binding data. (1) The peptide sequence is LQIPFAMQM. The MHC is HLA-A26:01 with pseudo-sequence HLA-A26:01. The binding affinity (normalized) is 0.0847. (2) The peptide sequence is RELYYRLKF. The MHC is HLA-A26:01 with pseudo-sequence HLA-A26:01. The binding affinity (normalized) is 0.0847. (3) The peptide sequence is TSFSSRLL. The MHC is H-2-Kb with pseudo-sequence H-2-Kb. The binding affinity (normalized) is 0.656. (4) The peptide sequence is AVFPRYHPR. The MHC is HLA-A68:02 with pseudo-sequence HLA-A68:02. The binding affinity (normalized) is 0.302. (5) The peptide sequence is VLQTFMRMA. The MHC is HLA-A02:01 with pseudo-sequence HLA-A02:01. The binding affinity (normalized) is 0.213. (6) The peptide sequence is QCWRSFLNK. The MHC is HLA-A31:01 with pseudo-sequence HLA-A31:01. The binding affinity (normalized) is 0.373. (7) The binding affinity (normalized) is 0.703. The MHC is HLA-A66:01 with pseudo-sequence HLA-A66:01. The peptide sequence is EVIRATYPS. (8) The binding affinity (normalized) is 0.0847. The peptide sequence is DYVPTNKWV. The MHC is HLA-B35:01 with pseudo-sequence HLA-B35:01.